Task: Predict which catalyst facilitates the given reaction.. Dataset: Catalyst prediction with 721,799 reactions and 888 catalyst types from USPTO (1) Reactant: N1C(C)=CC=CC=1C.[CH2:9]([O:16][C:17]1[CH:22]=[CH:21][C:20]([C:23]2[C@H:24]([OH:37])[CH2:25][N:26]([C@@H:29]([C:31]3[CH:36]=[CH:35][CH:34]=[CH:33][CH:32]=3)[CH3:30])[CH2:27][CH:28]=2)=[CH:19][CH:18]=1)[C:10]1[CH:15]=[CH:14][CH:13]=[CH:12][CH:11]=1.FC(F)(F)S(O[Si:44]([CH:51]([CH3:53])[CH3:52])([CH:48]([CH3:50])[CH3:49])[CH:45]([CH3:47])[CH3:46])(=O)=O.O. Product: [CH2:9]([O:16][C:17]1[CH:22]=[CH:21][C:20]([C:23]2[C@H:24]([O:37][Si:44]([CH:51]([CH3:53])[CH3:52])([CH:48]([CH3:50])[CH3:49])[CH:45]([CH3:47])[CH3:46])[CH2:25][N:26]([C@@H:29]([C:31]3[CH:36]=[CH:35][CH:34]=[CH:33][CH:32]=3)[CH3:30])[CH2:27][CH:28]=2)=[CH:19][CH:18]=1)[C:10]1[CH:11]=[CH:12][CH:13]=[CH:14][CH:15]=1. The catalyst class is: 4. (2) Reactant: Cl[C:2]1[C:11]2[C:6](=[CH:7][C:8]([O:14][CH2:15][CH2:16][CH2:17][N:18]3[CH2:23][CH2:22][N:21]([CH3:24])[CH2:20][CH2:19]3)=[C:9]([C:12]#[N:13])[CH:10]=2)[N:5]=[CH:4][CH:3]=1.[F:25][C:26]1[C:34]([OH:35])=[CH:33][CH:32]=[C:31]2[C:27]=1[CH:28]=[C:29]([CH3:36])[NH:30]2. Product: [C:12]([C:9]1[CH:10]=[C:11]2[C:6](=[CH:7][C:8]=1[O:14][CH2:15][CH2:16][CH2:17][N:18]1[CH2:23][CH2:22][N:21]([CH3:24])[CH2:20][CH2:19]1)[N:5]=[CH:4][CH:3]=[C:2]2[O:35][C:34]1[C:26]([F:25])=[C:27]2[C:31](=[CH:32][CH:33]=1)[NH:30][C:29]([CH3:36])=[CH:28]2)#[N:13]. The catalyst class is: 3. (3) Reactant: S(S([O-])=O)([O-])=O.[Na+].[Na+].[NH2:9][C:10]1[CH:15]=[CH:14][C:13]([O:16][S:17]([C:20]2[CH:25]=[CH:24][C:23]([NH:26][CH2:27][CH:28]3[CH2:30][CH2:29]3)=[CH:22][CH:21]=2)(=[O:19])=[O:18])=[CH:12][C:11]=1[N+:31]([O-])=O.[Na]. Product: [NH2:31][C:11]1[CH:12]=[C:13]([O:16][S:17]([C:20]2[CH:25]=[CH:24][C:23]([NH:26][CH2:27][CH:28]3[CH2:29][CH2:30]3)=[CH:22][CH:21]=2)(=[O:19])=[O:18])[CH:14]=[CH:15][C:10]=1[NH2:9]. The catalyst class is: 8. (4) Reactant: Cl[C:2]1[N:3]=[CH:4][C:5](/[CH:8]=[CH:9]/[C:10]([O:12][CH2:13][CH3:14])=[O:11])=[N:6][CH:7]=1.Cl.Cl.[CH:17]1([N:23]2[CH2:27][CH2:26][C@@H:25]([NH2:28])[CH2:24]2)[CH2:22][CH2:21][CH2:20][CH2:19][CH2:18]1.C([O-])([O-])=O.[K+].[K+]. Product: [CH:17]1([N:23]2[CH2:27][CH2:26][C@@H:25]([NH:28][C:2]3[N:3]=[CH:4][C:5](/[CH:8]=[CH:9]/[C:10]([O:12][CH2:13][CH3:14])=[O:11])=[N:6][CH:7]=3)[CH2:24]2)[CH2:22][CH2:21][CH2:20][CH2:19][CH2:18]1. The catalyst class is: 3. (5) Reactant: [CH3:1][C:2]1([CH3:22])[NH:7][C:6]2[CH:8]=[C:9]([C:11]3[CH:16]=[CH:15][N:14]=[C:13](S(C)(=O)=O)[N:12]=3)[S:10][C:5]=2[C:4](=[O:21])[NH:3]1.[BH4-].[Na+]. Product: [CH3:1][C:2]1([CH3:22])[NH:7][C:6]2[CH:8]=[C:9]([C:11]3[CH:16]=[CH:15][N:14]=[CH:13][N:12]=3)[S:10][C:5]=2[C:4](=[O:21])[NH:3]1. The catalyst class is: 357. (6) Product: [CH3:1][O:2][C:3]1[CH:4]=[C:5]2[C:10](=[CH:11][C:12]=1[O:13][CH3:14])[N:9]=[CH:8][N:7]=[C:6]2[O:15][C:16]1[CH:22]=[CH:21][C:19]([NH:20][C:37]([NH:52][CH2:51][CH2:50][N:45]2[CH2:49][CH2:48][CH2:47][CH2:46]2)=[O:43])=[C:18]([N+:23]([O-:25])=[O:24])[CH:17]=1. Reactant: [CH3:1][O:2][C:3]1[CH:4]=[C:5]2[C:10](=[CH:11][C:12]=1[O:13][CH3:14])[N:9]=[CH:8][N:7]=[C:6]2[O:15][C:16]1[CH:22]=[CH:21][C:19]([NH2:20])=[C:18]([N+:23]([O-:25])=[O:24])[CH:17]=1.C(N(CC)CC)C.ClC(Cl)(O[C:37](=[O:43])OC(Cl)(Cl)Cl)Cl.[N:45]1([CH2:50][CH2:51][NH2:52])[CH2:49][CH2:48][CH2:47][CH2:46]1. The catalyst class is: 146.